Task: Predict which catalyst facilitates the given reaction.. Dataset: Catalyst prediction with 721,799 reactions and 888 catalyst types from USPTO (1) Reactant: [CH3:1][O:2][C:3]1[CH:4]=[C:5]([OH:13])[C:6](=[CH:11][CH:12]=1)[C:7]([O:9][CH3:10])=[O:8].[C:14]([O:18][C:19]([N:21]1[CH2:26][CH2:25][N:24]([CH2:27][CH2:28]O)[CH2:23][CH2:22]1)=[O:20])([CH3:17])([CH3:16])[CH3:15].C1(P(C2C=CC=CC=2)C2C=CC=CC=2)C=CC=CC=1.CC(OC(/N=N/C(OC(C)C)=O)=O)C. Product: [C:14]([O:18][C:19]([N:21]1[CH2:26][CH2:25][N:24]([CH2:27][CH2:28][O:13][C:5]2[CH:4]=[C:3]([O:2][CH3:1])[CH:12]=[CH:11][C:6]=2[C:7]([O:9][CH3:10])=[O:8])[CH2:23][CH2:22]1)=[O:20])([CH3:17])([CH3:16])[CH3:15]. The catalyst class is: 165. (2) Reactant: [Br:1][C:2]1[C:3](Cl)=[N:4][C:5]([Cl:8])=[N:6][CH:7]=1.[CH3:10][NH2:11]. Product: [Br:1][C:2]1[C:3]([NH:11][CH3:10])=[N:4][C:5]([Cl:8])=[N:6][CH:7]=1. The catalyst class is: 645. (3) Reactant: [Cl:1][C:2]1[CH:12]=[CH:11][C:10]([C:13]2[CH:22]=[CH:21][C:20]3[C:15](=[CH:16][CH:17]=[C:18]([O:23][CH2:24][C:25]4[C:26]([C:33]5[C:38]([Cl:39])=[CH:37][CH:36]=[CH:35][C:34]=5[Cl:40])=[N:27][O:28][C:29]=4[CH:30]([CH3:32])[CH3:31])[CH:19]=3)[CH:14]=2)=[CH:9][C:3]=1[C:4]([O:6]CC)=[O:5].[OH-].[Na+].C(O)C. Product: [Cl:1][C:2]1[CH:12]=[CH:11][C:10]([C:13]2[CH:22]=[CH:21][C:20]3[C:15](=[CH:16][CH:17]=[C:18]([O:23][CH2:24][C:25]4[C:26]([C:33]5[C:34]([Cl:40])=[CH:35][CH:36]=[CH:37][C:38]=5[Cl:39])=[N:27][O:28][C:29]=4[CH:30]([CH3:32])[CH3:31])[CH:19]=3)[CH:14]=2)=[CH:9][C:3]=1[C:4]([OH:6])=[O:5]. The catalyst class is: 7. (4) Reactant: [Cl:1][C:2]1[CH:3]=[C:4]([CH2:21][C:22](O)=[O:23])[CH:5]=[C:6]([Cl:20])[C:7]=1[O:8][CH2:9][C:10]1[CH:15]=[C:14]([CH3:16])[CH:13]=[C:12]([NH:17][CH2:18][CH3:19])[CH:11]=1.Cl.C(N=C=NCCCN(C)C)C.O.ON1C2C=CC=CC=2N=N1.Cl.[CH3:49][O:50][C:51](=[O:60])[C@H:52]([C:54]1[CH:59]=[CH:58][CH:57]=[CH:56][CH:55]=1)[NH2:53].C(N(CC)CC)C. Product: [Cl:1][C:2]1[CH:3]=[C:4]([CH2:21][C:22]([NH:53][C@@H:52]([C:54]2[CH:59]=[CH:58][CH:57]=[CH:56][CH:55]=2)[C:51]([O:50][CH3:49])=[O:60])=[O:23])[CH:5]=[C:6]([Cl:20])[C:7]=1[O:8][CH2:9][C:10]1[CH:15]=[C:14]([CH3:16])[CH:13]=[C:12]([NH:17][CH2:18][CH3:19])[CH:11]=1. The catalyst class is: 391. (5) Reactant: [Br:1][C:2]1[CH:3]=[C:4]([CH:7]=[C:8]([N+:20]([O-:22])=[O:21])[C:9]=1[O:10][CH2:11][C:12]1[CH:17]=[CH:16][CH:15]=[C:14]([O:18][CH3:19])[CH:13]=1)[CH:5]=O.[CH3:23]/[C:24](/[NH2:28])=[CH:25]\[C:26]#[N:27].[CH2:29]([CH:32]1[CH2:37][C:36](=[O:38])[CH2:35][C:34](=O)[CH2:33]1)[CH2:30][CH3:31]. Product: [Br:1][C:2]1[CH:3]=[C:4]([CH:5]2[C:35]3[C:36](=[O:38])[CH2:37][CH:32]([CH2:29][CH2:30][CH3:31])[CH2:33][C:34]=3[NH:28][C:24]([CH3:23])=[C:25]2[C:26]#[N:27])[CH:7]=[C:8]([N+:20]([O-:22])=[O:21])[C:9]=1[O:10][CH2:11][C:12]1[CH:17]=[CH:16][CH:15]=[C:14]([O:18][CH3:19])[CH:13]=1. The catalyst class is: 8. (6) Product: [F:1][C:2]1[CH:3]=[CH:4][C:5]([CH2:8][C:9]2[C:10]([N:16]3[CH2:22][C:21]4[CH:23]=[C:24]([C:27]5[CH:28]=[C:29]6[NH:34][C:40]([NH:39][C:37](=[O:38])[O:36][CH3:35])=[N:33][C:30]6=[N:31][CH:32]=5)[CH:25]=[CH:26][C:20]=4[O:19][CH2:18][CH2:17]3)=[N:11][CH:12]=[N:13][C:14]=2[CH3:15])=[CH:6][CH:7]=1. Reactant: [F:1][C:2]1[CH:7]=[CH:6][C:5]([CH2:8][C:9]2[C:10]([N:16]3[CH2:22][C:21]4[CH:23]=[C:24]([C:27]5[CH:28]=[C:29]([NH2:34])[C:30]([NH2:33])=[N:31][CH:32]=5)[CH:25]=[CH:26][C:20]=4[O:19][CH2:18][CH2:17]3)=[N:11][CH:12]=[N:13][C:14]=2[CH3:15])=[CH:4][CH:3]=1.[CH3:35][O:36][C:37]([NH:39][C:40](=NC(OC)=O)SC)=[O:38]. The catalyst class is: 15. (7) Reactant: [NH2:1][C:2]1[N:7]=[C:6]([NH:8][C:9]2[CH:17]=[CH:16][C:12]([C:13](O)=[O:14])=[CH:11][CH:10]=2)[CH:5]=[C:4]([C:18]2[CH:23]=[C:22]([Br:24])[CH:21]=[CH:20][C:19]=2[O:25][CH2:26][CH3:27])[N:3]=1.[N:28]1([OH:37])C2C=CC=CC=2N=N1.Cl.CN(C)CCCN=C=NCC.Cl.NO.C(N(CC)CC)C. Product: [NH2:1][C:2]1[N:7]=[C:6]([NH:8][C:9]2[CH:17]=[CH:16][C:12]([C:13]([NH:28][OH:37])=[O:14])=[CH:11][CH:10]=2)[CH:5]=[C:4]([C:18]2[CH:23]=[C:22]([Br:24])[CH:21]=[CH:20][C:19]=2[O:25][CH2:26][CH3:27])[N:3]=1. The catalyst class is: 9.